Dataset: Forward reaction prediction with 1.9M reactions from USPTO patents (1976-2016). Task: Predict the product of the given reaction. (1) Given the reactants [N:1]1([C:7]2[CH:8]=[CH:9][C:10]3[N:11]([C:13]([C:16]([F:19])([F:18])[F:17])=[N:14][N:15]=3)[N:12]=2)[CH2:6][CH2:5][NH:4][CH2:3][CH2:2]1.[O:20]1[C:24]2[CH:25]=[CH:26][C:27]([CH:29]=O)=[CH:28][C:23]=2[O:22][CH2:21]1, predict the reaction product. The product is: [O:20]1[C:24]2[CH:25]=[CH:26][C:27]([CH2:29][N:4]3[CH2:3][CH2:2][N:1]([C:7]4[CH:8]=[CH:9][C:10]5[N:11]([C:13]([C:16]([F:17])([F:18])[F:19])=[N:14][N:15]=5)[N:12]=4)[CH2:6][CH2:5]3)=[CH:28][C:23]=2[O:22][CH2:21]1. (2) Given the reactants [CH2:1]([NH:8][C:9]1[CH:14]=[C:13](Br)[CH:12]=[CH:11][C:10]=1[N+:16]([O-:18])=[O:17])[C:2]1[CH:7]=[CH:6][CH:5]=[CH:4][CH:3]=1.[C:19]1([C:25]([N:27]2[CH2:32][CH2:31][NH:30][CH2:29][CH2:28]2)=[O:26])[CH:24]=[CH:23][CH:22]=[CH:21][CH:20]=1.O, predict the reaction product. The product is: [CH2:1]([NH:8][C:9]1[CH:14]=[C:13]([N:30]2[CH2:31][CH2:32][N:27]([C:25]([C:19]3[CH:20]=[CH:21][CH:22]=[CH:23][CH:24]=3)=[O:26])[CH2:28][CH2:29]2)[CH:12]=[CH:11][C:10]=1[N+:16]([O-:18])=[O:17])[C:2]1[CH:7]=[CH:6][CH:5]=[CH:4][CH:3]=1.